From a dataset of Catalyst prediction with 721,799 reactions and 888 catalyst types from USPTO. Predict which catalyst facilitates the given reaction. (1) The catalyst class is: 5. Reactant: [Cl:1][C:2]1[CH:3]=[C:4]([CH2:12][CH2:13][C:14]2([CH:22]3[CH2:26][CH2:25][CH2:24][CH2:23]3)[O:19][C:18](=[O:20])[CH2:17][C:16](=[O:21])[CH2:15]2)[CH:5]=[CH:6][C:7]=1[O:8][CH:9]([CH3:11])[CH3:10].[CH2:27]([N:29]1[C:33]([CH3:34])=[C:32]([CH:35]=O)[C:31]([CH3:37])=[N:30]1)[CH3:28]. Product: [Cl:1][C:2]1[CH:3]=[C:4]([CH2:12][CH2:13][C:14]2([CH:22]3[CH2:26][CH2:25][CH2:24][CH2:23]3)[O:19][C:18](=[O:20])[C:17]([CH2:35][C:32]3[C:31]([CH3:37])=[N:30][N:29]([CH2:27][CH3:28])[C:33]=3[CH3:34])=[C:16]([OH:21])[CH2:15]2)[CH:5]=[CH:6][C:7]=1[O:8][CH:9]([CH3:10])[CH3:11]. (2) The catalyst class is: 23. Reactant: [P:1]([O:44]CC)([O:41]CC)([O:3][C:4]1[CH:9]=[C:8]([F:10])[CH:7]=[C:6]([C:11]2[C:19]3[C:14](=[N:15][CH:16]=[N:17][C:18]=3[NH2:20])[N:13]([CH2:21][C:22]3[N:23]([C:34]4[CH:39]=[CH:38][CH:37]=[CH:36][C:35]=4[CH3:40])[C:24](=[O:33])[C:25]4[C:30]([CH:31]=3)=[CH:29][CH:28]=[CH:27][C:26]=4[CH3:32])[N:12]=2)[CH:5]=1)=[O:2].C[Si](Br)(C)C. Product: [P:1]([OH:41])([OH:44])([O:3][C:4]1[CH:9]=[C:8]([F:10])[CH:7]=[C:6]([C:11]2[C:19]3[C:14](=[N:15][CH:16]=[N:17][C:18]=3[NH2:20])[N:13]([CH2:21][C:22]3[N:23]([C:34]4[CH:39]=[CH:38][CH:37]=[CH:36][C:35]=4[CH3:40])[C:24](=[O:33])[C:25]4[C:30]([CH:31]=3)=[CH:29][CH:28]=[CH:27][C:26]=4[CH3:32])[N:12]=2)[CH:5]=1)=[O:2].